This data is from Tox21: 12 toxicity assays (nuclear receptors and stress response pathways). The task is: Binary classification across 12 toxicity assays. (1) The molecule is Cc1cc2nc3ccc(N(C)C)cc3[s+]c2cc1N. It tested positive (active) for: NR-AhR (Aryl hydrocarbon Receptor agonist activity), SR-ARE (Antioxidant Response Element (oxidative stress)), SR-MMP (Mitochondrial Membrane Potential disruption), and SR-p53 (p53 tumor suppressor activation). (2) The compound is CC(=O)NCc1c(I)c(NC(C)=O)c(I)c(C(=O)O)c1I. It tested positive (active) for: NR-ER (Estrogen Receptor agonist activity). (3) The drug is CC(=O)CC(c1ccc([N+](=O)[O-])cc1)c1c(O)c2ccccc2oc1=O. It tested positive (active) for: SR-MMP (Mitochondrial Membrane Potential disruption). (4) The drug is COC(=O)c1cc(Oc2ccc(Cl)cc2Cl)ccc1[N+](=O)[O-]. It tested positive (active) for: NR-Aromatase (Aromatase enzyme inhibition). (5) The drug is CCn1c2ccccc2c2cc(N)ccc21. It tested positive (active) for: NR-AhR (Aryl hydrocarbon Receptor agonist activity), NR-Aromatase (Aromatase enzyme inhibition), NR-ER-LBD (Estrogen Receptor Ligand Binding Domain agonist), SR-ARE (Antioxidant Response Element (oxidative stress)), SR-HSE (Heat Shock Element response), SR-MMP (Mitochondrial Membrane Potential disruption), and SR-p53 (p53 tumor suppressor activation). (6) The drug is O=C(c1ccc(O)cc1)c1ccc(Cl)cc1. It tested positive (active) for: NR-ER (Estrogen Receptor agonist activity), NR-ER-LBD (Estrogen Receptor Ligand Binding Domain agonist), and SR-ARE (Antioxidant Response Element (oxidative stress)). (7) The molecule is C[C@@]12C=CC[C@H]1[C@@H]1CC[C@H]3CC(=O)CC[C@]3(C)[C@H]1CC2. It tested positive (active) for: NR-ER (Estrogen Receptor agonist activity), NR-ER-LBD (Estrogen Receptor Ligand Binding Domain agonist), and SR-MMP (Mitochondrial Membrane Potential disruption).